From a dataset of Forward reaction prediction with 1.9M reactions from USPTO patents (1976-2016). Predict the product of the given reaction. (1) Given the reactants [OH:1][NH:2][C:3]1([C:11]([OH:13])=[O:12])[CH2:8][CH2:7][N:6]([O:9][CH3:10])[CH2:5][CH2:4]1.S(Cl)(Cl)=O.[CH3:18]O, predict the reaction product. The product is: [CH3:18][O:12][C:11]([C:3]1([NH:2][OH:1])[CH2:8][CH2:7][N:6]([O:9][CH3:10])[CH2:5][CH2:4]1)=[O:13]. (2) Given the reactants [CH3:1][C:2]1[C:3]([C:14]2[CH:15]=[N:16][C:17]([CH3:20])=[CH:18][CH:19]=2)=[N:4][N:5]([C:8]2[CH:13]=[CH:12][CH:11]=[CH:10][CH:9]=2)[C:6]=1[NH2:7].C1(C2C=CC([CH2:30][O:31]C)=CC=2CN)CC1.[CH3:35][O:36][CH2:37][C:38]1[CH:39]=[CH:40][C:41]([O:46][C:47]([F:50])([F:49])[F:48])=[C:42]([CH2:44][NH2:45])[CH:43]=1, predict the reaction product. The product is: [CH3:35][O:36][CH2:37][C:38]1[CH:39]=[CH:40][C:41]([O:46][C:47]([F:48])([F:49])[F:50])=[C:42]([CH:43]=1)[CH2:44][NH:45][C:30]([NH:7][C:6]1[N:5]([C:8]2[CH:9]=[CH:10][CH:11]=[CH:12][CH:13]=2)[N:4]=[C:3]([C:14]2[CH:15]=[N:16][C:17]([CH3:20])=[CH:18][CH:19]=2)[C:2]=1[CH3:1])=[O:31]. (3) Given the reactants F[C:2]1[CH:7]=[C:6](F)[C:5]([N+:9]([O-:11])=[O:10])=[CH:4][C:3]=1[N+:12]([O-:14])=[O:13].[CH3:15][O-:16].[Na+].[Na].Cl.[CH3:20][OH:21], predict the reaction product. The product is: [CH3:15][O:16][C:2]1[CH:7]=[C:6]([O:21][CH3:20])[C:5]([N+:9]([O-:11])=[O:10])=[CH:4][C:3]=1[N+:12]([O-:14])=[O:13].